This data is from NCI-60 drug combinations with 297,098 pairs across 59 cell lines. The task is: Regression. Given two drug SMILES strings and cell line genomic features, predict the synergy score measuring deviation from expected non-interaction effect. (1) Drug 1: CC1=C(C=C(C=C1)NC(=O)C2=CC=C(C=C2)CN3CCN(CC3)C)NC4=NC=CC(=N4)C5=CN=CC=C5. Drug 2: CC1C(C(CC(O1)OC2CC(OC(C2O)C)OC3=CC4=CC5=C(C(=O)C(C(C5)C(C(=O)C(C(C)O)O)OC)OC6CC(C(C(O6)C)O)OC7CC(C(C(O7)C)O)OC8CC(C(C(O8)C)O)(C)O)C(=C4C(=C3C)O)O)O)O. Cell line: UACC-257. Synergy scores: CSS=17.2, Synergy_ZIP=1.44, Synergy_Bliss=0.568, Synergy_Loewe=-34.3, Synergy_HSA=-1.51. (2) Drug 1: CN(CC1=CN=C2C(=N1)C(=NC(=N2)N)N)C3=CC=C(C=C3)C(=O)NC(CCC(=O)O)C(=O)O. Drug 2: CC1C(C(CC(O1)OC2CC(CC3=C2C(=C4C(=C3O)C(=O)C5=C(C4=O)C(=CC=C5)OC)O)(C(=O)CO)O)N)O.Cl. Cell line: HOP-62. Synergy scores: CSS=38.1, Synergy_ZIP=-8.12, Synergy_Bliss=-12.2, Synergy_Loewe=-7.56, Synergy_HSA=-6.00. (3) Drug 1: C1=NNC2=C1C(=O)NC=N2. Drug 2: CC1=C(C(=O)C2=C(C1=O)N3CC4C(C3(C2COC(=O)N)OC)N4)N. Cell line: NCI-H226. Synergy scores: CSS=25.7, Synergy_ZIP=-7.14, Synergy_Bliss=-1.26, Synergy_Loewe=-10.3, Synergy_HSA=0.662.